Dataset: Human liver microsome stability data. Task: Regression/Classification. Given a drug SMILES string, predict its absorption, distribution, metabolism, or excretion properties. Task type varies by dataset: regression for continuous measurements (e.g., permeability, clearance, half-life) or binary classification for categorical outcomes (e.g., BBB penetration, CYP inhibition). Dataset: hlm. (1) The drug is CC1(C)CN(Cc2ccc(F)cc2)C(=O)C(C2=NS(=O)(=O)c3cc(NS(C)(=O)=O)ccc3N2)=C1O. The result is 0 (unstable in human liver microsomes). (2) The molecule is Clc1ccc(N2CCN(C[C@H]3C[C@@H]3c3ccccc3)CC2)c(Cl)c1. The result is 1 (stable in human liver microsomes). (3) The molecule is CC(C)C(=O)N[C@H]1CC[C@H](n2cnc3cnc4[nH]ccc4c32)CC1. The result is 0 (unstable in human liver microsomes). (4) The compound is N#Cc1cnc2nc(Nc3ccc(CN4CCOCC4)cc3)sc2c1Nc1ccc(F)c(Cl)c1. The result is 1 (stable in human liver microsomes). (5) The drug is COc1ccc2c(c1)C[C@@H](C(=O)Nc1ccc(-c3cn[nH]c3)cc1OCCN(C)C)NC2. The result is 0 (unstable in human liver microsomes). (6) The compound is COc1ccc2[nH]c(SCC(C)C)nc2c1. The result is 1 (stable in human liver microsomes). (7) The result is 1 (stable in human liver microsomes). The drug is CC(CCNCC12CC3CC(CC(C3)C1)C2)Nc1c(F)cnc2cc(Cl)ccc12.